Dataset: Forward reaction prediction with 1.9M reactions from USPTO patents (1976-2016). Task: Predict the product of the given reaction. (1) The product is: [O:29]=[C:28]1[NH:27][C:25](=[O:26])/[C:24](=[CH:1]/[C:3]2[O:11][C:10]3[C:9]([C:12]4[CH2:17][CH2:16][N:15]([S:18]([N:21]([CH3:22])[CH3:23])(=[O:19])=[O:20])[CH2:14][CH:13]=4)=[CH:8][N:7]=[CH:6][C:5]=3[CH:4]=2)/[S:30]1. Given the reactants [CH:1]([C:3]1[O:11][C:10]2[C:9]([C:12]3[CH2:17][CH2:16][N:15]([S:18]([N:21]([CH3:23])[CH3:22])(=[O:20])=[O:19])[CH2:14][CH:13]=3)=[CH:8][N:7]=[CH:6][C:5]=2[CH:4]=1)=O.[CH2:24]1[S:30][C:28](=[O:29])[NH:27][C:25]1=[O:26].NCCC(O)=O, predict the reaction product. (2) Given the reactants C(N(CC)CC)C.[F:8][C:9]1[CH:19]=[CH:18][CH:17]=[CH:16][C:10]=1[CH:11]=[CH:12][C:13]([OH:15])=O.CCN=C=NCCCN(C)C.Cl.Cl.[CH2:33]([N:35]1[C:50]2[C:45](=[CH:46][CH:47]=[CH:48][CH:49]=2)[C:37]([CH2:38][C@@H:39]([C:41]([O:43][CH3:44])=[O:42])[NH2:40])=[CH:36]1)[CH3:34], predict the reaction product. The product is: [CH2:33]([N:35]1[C:50]2[C:45](=[CH:46][CH:47]=[CH:48][CH:49]=2)[C:37]([CH2:38][C@@H:39]([C:41]([O:43][CH3:44])=[O:42])[NH:40][C:13](=[O:15])[CH:12]=[CH:11][C:10]2[CH:16]=[CH:17][CH:18]=[CH:19][C:9]=2[F:8])=[CH:36]1)[CH3:34]. (3) Given the reactants COC1C=CC(C(=O)C(Br)C)=CC=1.[N-]=[N+]=[N-].[Na+].[CH3:18][O:19][C:20]1[CH:25]=[CH:24][C:23]([C:26](=[O:32])[CH:27]([N:29]=[N+]=[N-])[CH3:28])=[CH:22][CH:21]=1.[ClH:33], predict the reaction product. The product is: [ClH:33].[CH3:18][O:19][C:20]1[CH:21]=[CH:22][C:23]([C:26](=[O:32])[CH:27]([NH2:29])[CH3:28])=[CH:24][CH:25]=1. (4) The product is: [CH3:33][S:30]([C:26]1[CH:25]=[C:24]2[C:29](=[CH:28][CH:27]=1)[N:21]([C:19]1[N:18]=[CH:17][N:16]=[C:15]([NH:14][CH:11]3[CH2:12][CH2:13][NH:8][CH2:9][CH2:10]3)[CH:20]=1)[CH2:22][CH2:23]2)(=[O:32])=[O:31]. Given the reactants C(OC([N:8]1[CH2:13][CH2:12][CH:11]([NH:14][C:15]2[CH:20]=[C:19]([N:21]3[C:29]4[C:24](=[CH:25][C:26]([S:30]([CH3:33])(=[O:32])=[O:31])=[CH:27][CH:28]=4)[CH2:23][CH2:22]3)[N:18]=[CH:17][N:16]=2)[CH2:10][CH2:9]1)=O)(C)(C)C.FC(F)(F)C(O)=O, predict the reaction product. (5) Given the reactants C([C:3]1[CH:8]=[CH:7][C:6]([CH:9]2[CH2:14][CH2:13][N:12]([C:15]([O:17][C:18]([CH3:21])([CH3:20])[CH3:19])=[O:16])[CH2:11][CH2:10]2)=[CH:5]C=1)#N.BrC1C=CC2[N:27]([CH:29]=[N:30][N:31]=2)C=1, predict the reaction product. The product is: [N:31]1[N:30]=[CH:29][N:27]2[CH:5]=[C:6]([CH:9]3[CH2:10][CH2:11][N:12]([C:15]([O:17][C:18]([CH3:19])([CH3:20])[CH3:21])=[O:16])[CH2:13][CH2:14]3)[CH:7]=[CH:8][C:3]=12. (6) Given the reactants [F:1][C:2]1[CH:7]=[CH:6][C:5](B(O)O)=[CH:4][CH:3]=1.[OH:11][N:12]1[C:16](=[O:17])[C:15]2=[CH:18][CH:19]=[CH:20][CH:21]=[C:14]2[C:13]1=[O:22].N1C=CC=CC=1, predict the reaction product. The product is: [F:1][C:2]1[CH:7]=[CH:6][C:5]([O:11][N:12]2[C:16](=[O:17])[C:15]3[C:14](=[CH:21][CH:20]=[CH:19][CH:18]=3)[C:13]2=[O:22])=[CH:4][CH:3]=1.